From a dataset of Full USPTO retrosynthesis dataset with 1.9M reactions from patents (1976-2016). Predict the reactants needed to synthesize the given product. (1) Given the product [CH3:1][C:2]1[CH:3]=[C:4]([NH2:11])[CH:5]=[C:6]2[C:10]=1[NH:9][CH:8]=[CH:7]2, predict the reactants needed to synthesize it. The reactants are: [CH3:1][C:2]1[CH:3]=[C:4]([N+:11]([O-])=O)[CH:5]=[C:6]2[C:10]=1[NH:9][CH:8]=[CH:7]2. (2) Given the product [C:12]1([C:15]2[CH:20]=[CH:19][CH:18]=[CH:17][CH:16]=2)[CH:13]=[CH:14][C:9]([CH2:8][C@@H:7]([NH:21][C:22](=[O:34])[CH2:23][CH2:24][C:25]2[NH:29][N:28]=[N:27][N:26]=2)[CH2:6][C@@H:5]([CH3:35])[C:4]([OH:36])=[O:3])=[CH:10][CH:11]=1, predict the reactants needed to synthesize it. The reactants are: C([O:3][C:4](=[O:36])[C@H:5]([CH3:35])[CH2:6][C@H:7]([NH:21][C:22](=[O:34])[CH2:23][CH2:24][C:25]1[N:29](CCC#N)[N:28]=[N:27][N:26]=1)[CH2:8][C:9]1[CH:14]=[CH:13][C:12]([C:15]2[CH:20]=[CH:19][CH:18]=[CH:17][CH:16]=2)=[CH:11][CH:10]=1)C.C1CCN2C(=NCCC2)CC1. (3) Given the product [C:1]([O:5][C:6]([NH:8][C@@H:9]1[CH2:10][CH2:11][C@H:12]([O:15][C:17]2[CH:26]=[C:25]([CH3:27])[CH:24]=[CH:23][C:18]=2[C:19]([O:21][CH3:22])=[S:20])[CH2:13][CH2:14]1)=[O:7])([CH3:4])([CH3:2])[CH3:3], predict the reactants needed to synthesize it. The reactants are: [C:1]([O:5][C:6]([NH:8][C@H:9]1[CH2:14][CH2:13][C@H:12]([OH:15])[CH2:11][CH2:10]1)=[O:7])([CH3:4])([CH3:3])[CH3:2].O[C:17]1[CH:26]=[C:25]([CH3:27])[CH:24]=[CH:23][C:18]=1[C:19]([O:21][CH3:22])=[S:20].